This data is from Full USPTO retrosynthesis dataset with 1.9M reactions from patents (1976-2016). The task is: Predict the reactants needed to synthesize the given product. (1) Given the product [CH2:41]([O:40][C@@H:9]([C@H:10]([O:32][CH2:33][C:34]1[CH:39]=[CH:38][CH:37]=[CH:36][CH:35]=1)[C@H:11]([O:24][CH2:25][C:26]1[CH:31]=[CH:30][CH:29]=[CH:28][CH:27]=1)[CH2:12][N:13]([O:16][CH2:17][C:18]1[CH:19]=[CH:20][CH:21]=[CH:22][CH:23]=1)[CH:14]=[O:15])[CH2:8][CH2:7][P:3](=[O:2])([OH:4])[OH:6])[C:42]1[CH:47]=[CH:46][CH:45]=[CH:44][CH:43]=1, predict the reactants needed to synthesize it. The reactants are: C[O:2][P:3]([CH2:7][CH2:8][C@@H:9]([O:40][CH2:41][C:42]1[CH:47]=[CH:46][CH:45]=[CH:44][CH:43]=1)[C@H:10]([O:32][CH2:33][C:34]1[CH:39]=[CH:38][CH:37]=[CH:36][CH:35]=1)[C@H:11]([O:24][CH2:25][C:26]1[CH:31]=[CH:30][CH:29]=[CH:28][CH:27]=1)[CH2:12][N:13]([O:16][CH2:17][C:18]1[CH:23]=[CH:22][CH:21]=[CH:20][CH:19]=1)[CH:14]=[O:15])(=[O:6])[O:4]C.N1C=CC=CC=1.C[Si](Br)(C)C. (2) The reactants are: [C:1]([C:3]1[CH:8]=[CH:7][CH:6]=[CH:5][C:4]=1[C:9]1[C:10](=[O:28])[N:11]([CH2:21][CH:22]2[CH2:27][CH2:26][NH:25][CH2:24][CH2:23]2)[CH:12]=[C:13]([C:15]2[CH:20]=[CH:19][CH:18]=[CH:17][N:16]=2)[CH:14]=1)#[N:2].C(N(CC)CC)C.[C:36]1([S:42](Cl)(=[O:44])=[O:43])[CH:41]=[CH:40][CH:39]=[CH:38][CH:37]=1. Given the product [C:36]1([S:42]([N:25]2[CH2:24][CH2:23][CH:22]([CH2:21][N:11]3[CH:12]=[C:13]([C:15]4[CH:20]=[CH:19][CH:18]=[CH:17][N:16]=4)[CH:14]=[C:9]([C:4]4[CH:5]=[CH:6][CH:7]=[CH:8][C:3]=4[C:1]#[N:2])[C:10]3=[O:28])[CH2:27][CH2:26]2)(=[O:44])=[O:43])[CH:41]=[CH:40][CH:39]=[CH:38][CH:37]=1, predict the reactants needed to synthesize it. (3) Given the product [ClH:1].[Cl:1][C:2]1[CH:3]=[C:4]([C@H:9]2[C@H:14]([N:15]([C:17]([C:19]3[CH:20]=[CH:21][C:22]([O:25][CH3:26])=[CH:23][CH:24]=3)=[O:18])[CH3:16])[CH2:13][CH2:12][NH:11][CH2:10]2)[CH:5]=[CH:6][C:7]=1[Cl:8], predict the reactants needed to synthesize it. The reactants are: [Cl:1][C:2]1[CH:3]=[C:4]([C@H:9]2[C@H:14]([N:15]([C:17]([C:19]3[CH:24]=[CH:23][C:22]([O:25][CH3:26])=[CH:21][CH:20]=3)=[O:18])[CH3:16])[CH2:13][CH2:12][N:11](C(OC(C)(C)C)=O)[CH2:10]2)[CH:5]=[CH:6][C:7]=1[Cl:8].Cl.C(OCC)(=O)C. (4) Given the product [CH2:23]([NH:22][C:21]([C:20]1[N:19]=[C:18]([C:26]([F:28])([F:29])[F:27])[N:15]2[CH2:16][CH2:17][N:12]([C:10](=[O:11])[CH2:9][C@H:8]([NH2:7])[CH2:30][C:31]3[CH:36]=[C:35]([F:37])[C:34]([F:38])=[CH:33][C:32]=3[F:39])[CH2:13][C:14]=12)=[O:25])[CH3:24], predict the reactants needed to synthesize it. The reactants are: C(OC(=O)[NH:7][C@H:8]([CH2:30][C:31]1[CH:36]=[C:35]([F:37])[C:34]([F:38])=[CH:33][C:32]=1[F:39])[CH2:9][C:10]([N:12]1[CH2:17][CH2:16][N:15]2[C:18]([C:26]([F:29])([F:28])[F:27])=[N:19][C:20]([C:21](=[O:25])[NH:22][CH2:23][CH3:24])=[C:14]2[CH2:13]1)=[O:11])(C)(C)C.FC(F)(F)C(O)=O.